From a dataset of Catalyst prediction with 721,799 reactions and 888 catalyst types from USPTO. Predict which catalyst facilitates the given reaction. (1) Product: [F:1][C:2]1[CH:3]=[C:4]([CH:18]=[C:19]([F:21])[CH:20]=1)[O:5][C:6]1[CH:7]=[CH:8][C:9]2[N:13]=[C:12]([CH2:14][O:15][C:23]3[CH:24]=[C:25]([CH:30]=[CH:31][CH:32]=3)[C:26]([O:28][CH3:29])=[O:27])[N:11]([CH3:16])[C:10]=2[CH:17]=1. The catalyst class is: 4. Reactant: [F:1][C:2]1[CH:3]=[C:4]([CH:18]=[C:19]([F:21])[CH:20]=1)[O:5][C:6]1[CH:7]=[CH:8][C:9]2[N:13]=[C:12]([CH2:14][OH:15])[N:11]([CH3:16])[C:10]=2[CH:17]=1.O[C:23]1[CH:24]=[C:25]([CH:30]=[CH:31][CH:32]=1)[C:26]([O:28][CH3:29])=[O:27].C(P(CCCC)CCCC)CCC.N(C(N1CCCCC1)=O)=NC(N1CCCCC1)=O. (2) Reactant: [CH3:1][O:2][C:3](=[O:14])[CH2:4][C:5]1[CH:10]=[CH:9][C:8]([N+:11]([O-:13])=[O:12])=[CH:7][CH:6]=1.[H-].[Na+].Br[CH2:18][CH2:19]Br. Product: [CH3:1][O:2][C:3]([C:4]1([C:5]2[CH:6]=[CH:7][C:8]([N+:11]([O-:13])=[O:12])=[CH:9][CH:10]=2)[CH2:19][CH2:18]1)=[O:14]. The catalyst class is: 3. (3) Reactant: BrC1C=CC(O)=[C:6]([C:8]2[CH:17]=[CH:16][C:15]3[C:10](=[CH:11][CH:12]=[C:13]([C:18]4[N:22]([CH:23]5[CH2:28][CH2:27][CH2:26][CH2:25][CH2:24]5)[C:21]5[CH:29]=[CH:30][C:31]([C:33]([OH:35])=[O:34])=[CH:32][C:20]=5[N:19]=4)[CH:14]=3)[N:9]=2)[CH:7]=1.C(OC(C1C=CC2N(C3CCCCC3)C(C3C=CC(N)=C(C=O)C=3)=NC=2C=1)=O)C.[N:66]1(CCC(=O)C)[CH:70]=[CH:69][CH:68]=[N:67]1.[OH-].[K+]. Product: [CH:23]1([N:22]2[C:21]3[CH:29]=[CH:30][C:31]([C:33]([OH:35])=[O:34])=[CH:32][C:20]=3[N:19]=[C:18]2[C:13]2[CH:12]=[C:11]3[C:10](=[CH:15][CH:14]=2)[N:9]=[C:8]([CH2:17][CH2:16][N:66]2[CH:70]=[CH:69][CH:68]=[N:67]2)[CH:6]=[CH:7]3)[CH2:24][CH2:25][CH2:26][CH2:27][CH2:28]1. The catalyst class is: 8. (4) Reactant: Br[C:2]1[C:6]2[C:7]([NH2:12])=[N:8][CH:9]=[C:10](I)[C:5]=2[S:4][CH:3]=1.[CH2:13]([O:16][C:17]1[CH:22]=[CH:21][CH:20]=[CH:19][CH:18]=1)[C:14]#[CH:15].[CH:23]1[CH:28]=CC(P(C2C=CC=CC=2)C2C=CC=CC=2)=C[CH:24]=1.CC[N:44]([CH2:47]C)CC.C[O:50]CCOC.O.C(O)C. Product: [NH2:12][C:7]1[C:6]2[C:2]([C:15]#[C:14][CH2:13][O:16][C:17]3[CH:22]=[CH:21][CH:20]=[CH:19][CH:18]=3)=[CH:3][S:4][C:5]=2[C:10](/[CH:24]=[CH:23]/[C:28]([NH:44][CH3:47])=[O:50])=[CH:9][N:8]=1. The catalyst class is: 778.